This data is from Full USPTO retrosynthesis dataset with 1.9M reactions from patents (1976-2016). The task is: Predict the reactants needed to synthesize the given product. The reactants are: Cl[C:2]1[C:11]2[C:6](=[CH:7][C:8]([O:14][CH3:15])=[C:9]([O:12][CH3:13])[CH:10]=2)[N:5]=[CH:4][N:3]=1.[NH:16]1[CH2:20][CH2:19][CH:18]([OH:21])[CH2:17]1.CCN(C(C)C)C(C)C.CC([O-])(C)C.[K+].C1COCC1.[N+](C1C=CC([O:51][C:52](=O)[NH:53][C:54]2[CH:59]=[CH:58][C:57]([O:60][CH:61]3[CH2:65][CH2:64][CH2:63][CH2:62]3)=[CH:56][CH:55]=2)=CC=1)([O-])=O. Given the product [CH3:13][O:12][C:9]1[CH:10]=[C:11]2[C:6](=[CH:7][C:8]=1[O:14][CH3:15])[N:5]=[CH:4][N:3]=[C:2]2[N:16]1[CH2:20][CH2:19][CH:18]([O:21][C:52](=[O:51])[NH:53][C:54]2[CH:55]=[CH:56][C:57]([O:60][CH:61]3[CH2:65][CH2:64][CH2:63][CH2:62]3)=[CH:58][CH:59]=2)[CH2:17]1, predict the reactants needed to synthesize it.